From a dataset of Merck oncology drug combination screen with 23,052 pairs across 39 cell lines. Regression. Given two drug SMILES strings and cell line genomic features, predict the synergy score measuring deviation from expected non-interaction effect. (1) Drug 1: N#Cc1ccc(Cn2cncc2CN2CCN(c3cccc(Cl)c3)C(=O)C2)cc1. Drug 2: Cn1nnc2c(C(N)=O)ncn2c1=O. Cell line: SKMEL30. Synergy scores: synergy=9.16. (2) Drug 1: CCC1(O)CC2CN(CCc3c([nH]c4ccccc34)C(C(=O)OC)(c3cc4c(cc3OC)N(C)C3C(O)(C(=O)OC)C(OC(C)=O)C5(CC)C=CCN6CCC43C65)C2)C1. Drug 2: CCN(CC)CCNC(=O)c1c(C)[nH]c(C=C2C(=O)Nc3ccc(F)cc32)c1C. Cell line: SKMEL30. Synergy scores: synergy=-10.3. (3) Drug 1: O=C(NOCC(O)CO)c1ccc(F)c(F)c1Nc1ccc(I)cc1F. Drug 2: Cc1nc(Nc2ncc(C(=O)Nc3c(C)cccc3Cl)s2)cc(N2CCN(CCO)CC2)n1. Cell line: VCAP. Synergy scores: synergy=-21.3. (4) Drug 1: O=S1(=O)NC2(CN1CC(F)(F)F)C1CCC2Cc2cc(C=CCN3CCC(C(F)(F)F)CC3)ccc2C1. Drug 2: CN(C)C(=N)N=C(N)N. Cell line: T47D. Synergy scores: synergy=-3.47.